Dataset: Forward reaction prediction with 1.9M reactions from USPTO patents (1976-2016). Task: Predict the product of the given reaction. (1) Given the reactants [C:1]([O:5][C:6]([N:8]1[CH2:20][C@@H:19]([CH3:21])[N:18]2[C@H:10]([CH2:11][C:12]3[C:17]2=[N:16][C:15](COCCO)=[CH:14][CH:13]=3)[CH2:9]1)=[O:7])([CH3:4])([CH3:3])[CH3:2].C([Li])CCC.[CH3:32][O:33][CH2:34][C:35](=[O:37])[CH3:36], predict the reaction product. The product is: [C:1]([O:5][C:6]([N:8]1[CH2:20][C@@H:19]([CH3:21])[N:18]2[C@H:10]([CH2:11][C:12]3[C:17]2=[N:16][C:15]([C:35]([OH:37])([CH3:36])[CH2:34][O:33][CH3:32])=[CH:14][CH:13]=3)[CH2:9]1)=[O:7])([CH3:3])([CH3:4])[CH3:2]. (2) The product is: [F:38][CH:2]([F:1])[C:3]1[N:7]([C:8]2[N:13]=[C:12]([N:14]3[CH2:15][CH2:16][O:17][CH2:18][CH2:19]3)[N:11]=[C:10]([N:20]3[CH2:25][CH2:24][NH:23][CH2:22][CH2:21]3)[N:9]=2)[C:6]2[CH:33]=[CH:34][CH:35]=[C:36]([OH:37])[C:5]=2[N:4]=1. Given the reactants [F:1][CH:2]([F:38])[C:3]1[N:7]([C:8]2[N:13]=[C:12]([N:14]3[CH2:19][CH2:18][O:17][CH2:16][CH2:15]3)[N:11]=[C:10]([N:20]3[CH2:25][CH2:24][N:23](C(OC(C)(C)C)=O)[CH2:22][CH2:21]3)[N:9]=2)[C:6]2[CH:33]=[CH:34][CH:35]=[C:36]([OH:37])[C:5]=2[N:4]=1.FC(F)(F)C(O)=O, predict the reaction product.